This data is from Reaction yield outcomes from USPTO patents with 853,638 reactions. The task is: Predict the reaction yield, written as a fraction of the theoretical maximum amount of product (1.0 means a 100% yield; for example, 0.34 means a 34% yield). (1) The reactants are [CH3:1][C:2]([Si:5]([CH3:23])([CH3:22])[O:6][CH:7]1[CH2:21][CH2:20][C:10]2([CH2:14][NH:13][CH:12]([C:15]([O:17][CH2:18][CH3:19])=[O:16])[CH2:11]2)[CH2:9][CH2:8]1)([CH3:4])[CH3:3].C(N([CH2:29][CH3:30])CC)C. The catalyst is C(Cl)Cl. The product is [CH3:1][C:2]([Si:5]([CH3:23])([CH3:22])[O:6][CH:7]1[CH2:21][CH2:20][C:10]2([CH2:14][N:13]([C:15]([O:17][CH2:18][C:30]3[CH:29]=[CH:9][CH:8]=[CH:7][CH:21]=3)=[O:16])[CH:12]([C:15]([O:17][CH2:18][CH3:19])=[O:16])[CH2:11]2)[CH2:9][CH2:8]1)([CH3:3])[CH3:4]. The yield is 0.390. (2) The reactants are [CH3:1][C:2]1[CH:3]=[C:4]([OH:9])[CH:5]=[C:6]([CH3:8])[CH:7]=1.[Br:10]N1C(=O)CCC1=O. The catalyst is C(=S)=S. The product is [Br:10][C:3]1[C:2]([CH3:1])=[CH:7][C:6]([CH3:8])=[CH:5][C:4]=1[OH:9]. The yield is 0.660. (3) The reactants are [CH:1]1([S:4]([C:7]2[CH:12]=[CH:11][C:10]([CH:13]([CH2:18][CH:19]3[CH2:24][CH2:23][O:22][CH2:21][CH2:20]3)[C:14](=O)[CH:15]=[CH2:16])=[CH:9][CH:8]=2)(=[O:6])=[O:5])[CH2:3][CH2:2]1.C(O)C.O1CCCC1.[C:33]([O:37][CH2:38][CH3:39])(=[O:36])[CH:34]=O.C([N:42](CC)CC)C. The product is [CH:1]1([S:4]([C:7]2[CH:8]=[CH:9][C:10]([CH:13]([C:14]3[NH:42][C:34]([C:33]([O:37][CH2:38][CH3:39])=[O:36])=[CH:16][CH:15]=3)[CH2:18][CH:19]3[CH2:20][CH2:21][O:22][CH2:23][CH2:24]3)=[CH:11][CH:12]=2)(=[O:6])=[O:5])[CH2:2][CH2:3]1. The catalyst is [Cl-].C([N+]1C(C)=C(CCO)SC=1)C1C=CC=CC=1.C(OCC)(=O)C. The yield is 0.340. (4) The reactants are [NH2:1][C:2]1[C:7]([F:8])=[CH:6][N:5]=[C:4]([OH:9])[N:3]=1.[Cl:10][C:11]1[CH:16]=[CH:15][C:14]([S:17](Cl)(=[O:19])=[O:18])=[CH:13][CH:12]=1. The catalyst is C(#N)C. The product is [NH2:1][C:2]1[C:7]([F:8])=[CH:6][N:5]([S:17]([C:14]2[CH:15]=[CH:16][C:11]([Cl:10])=[CH:12][CH:13]=2)(=[O:19])=[O:18])[C:4](=[O:9])[N:3]=1. The yield is 0.410. (5) The reactants are [CH3:1][N:2]1[CH:6]=[C:5]([C:7]2[CH:12]=[CH:11][CH:10]=[CH:9][CH:8]=2)[N:4]=[CH:3]1.[CH3:13][I:14].[C:15]1(C)[CH:20]=[CH:19][CH:18]=[CH:17][CH:16]=1. No catalyst specified. The product is [I-:14].[CH3:1][N+:2]1[C:6]([C:15]2[CH:20]=[CH:19][CH:18]=[CH:17][CH:16]=2)=[C:5]([C:7]2[CH:8]=[CH:9][CH:10]=[CH:11][CH:12]=2)[N:4]([CH3:13])[CH:3]=1. The yield is 0.980. (6) The reactants are [NH2:1][C:2]1[N:3]=[C:4]([NH:17][CH:18]2[CH2:23]C[N:21]([C:24](=[O:32])[C:25]3[CH:30]=[CH:29][C:28](I)=[CH:27][CH:26]=3)[CH2:20][CH2:19]2)[S:5][C:6]=1[C:7]([C:9]1[C:14]([F:15])=[CH:13][CH:12]=[CH:11][C:10]=1[F:16])=[O:8].NC1N=C(NC2CCNC2)SC=1C(C1C(F)=CC=CC=1F)=O.[Br:55]C1C=CC(C(Cl)=O)=CC=1. No catalyst specified. The product is [NH2:1][C:2]1[N:3]=[C:4]([NH:17][CH:18]2[CH2:19][CH2:20][N:21]([C:24](=[O:32])[C:25]3[CH:30]=[CH:29][C:28]([Br:55])=[CH:27][CH:26]=3)[CH2:23]2)[S:5][C:6]=1[C:7]([C:9]1[C:10]([F:16])=[CH:11][CH:12]=[CH:13][C:14]=1[F:15])=[O:8]. The yield is 0.820. (7) The reactants are [CH2:1]1[CH:5]2[CH2:6][NH:7][CH2:8][CH:4]2[CH2:3][N:2]1[C:9]([O:11][C:12]([CH3:15])([CH3:14])[CH3:13])=[O:10].C(N(C(C)C)C(C)C)C.[Br:25][C:26]1[CH:34]=[CH:33][C:29]([C:30](Cl)=[O:31])=[CH:28][CH:27]=1. The catalyst is C(Cl)Cl. The product is [C:12]([O:11][C:9]([N:2]1[CH2:3][CH:4]2[CH:5]([CH2:6][N:7]([C:30](=[O:31])[C:29]3[CH:33]=[CH:34][C:26]([Br:25])=[CH:27][CH:28]=3)[CH2:8]2)[CH2:1]1)=[O:10])([CH3:15])([CH3:14])[CH3:13]. The yield is 0.909. (8) The reactants are [NH2:1][C:2]1[CH:7]=[CH:6][N:5]=[CH:4][CH:3]=1.P(=O)(O)(O)O.[N+]([O-])(O)=O.[N:17]([O-])=O.[Na+].[CH3:21][O:22][CH2:23][C:24](=[O:30])[CH2:25][C:26]([O:28][CH3:29])=[O:27].C([O-])(=O)C.[Na+]. The catalyst is CO. The product is [CH3:21][O:22][CH2:23][C:24](=[O:30])[C:25](=[N:17][NH:1][C:2]1[CH:7]=[CH:6][N:5]=[CH:4][CH:3]=1)[C:26]([O:28][CH3:29])=[O:27]. The yield is 0.190. (9) The reactants are CN(C)C=O.[Br:6][C:7]1[CH:16]=[C:15]2[C:10]([C:11](=[O:17])[CH2:12][CH2:13][O:14]2)=[CH:9][CH:8]=1.[CH:18]([Cl:21])(Cl)Cl. No catalyst specified. The product is [Br:6][C:7]1[CH:16]=[C:15]2[C:10]([C:18]([Cl:21])=[C:12]([CH:11]=[O:17])[CH2:13][O:14]2)=[CH:9][CH:8]=1. The yield is 0.780.